This data is from NCI-60 drug combinations with 297,098 pairs across 59 cell lines. The task is: Regression. Given two drug SMILES strings and cell line genomic features, predict the synergy score measuring deviation from expected non-interaction effect. (1) Drug 1: CN1C2=C(C=C(C=C2)N(CCCl)CCCl)N=C1CCCC(=O)O.Cl. Drug 2: CC(C)(C#N)C1=CC(=CC(=C1)CN2C=NC=N2)C(C)(C)C#N. Cell line: M14. Synergy scores: CSS=-4.13, Synergy_ZIP=-1.07, Synergy_Bliss=-6.32, Synergy_Loewe=-18.8, Synergy_HSA=-6.65. (2) Drug 1: C1C(C(OC1N2C=NC3=C(N=C(N=C32)Cl)N)CO)O. Drug 2: C1=CC=C(C(=C1)C(C2=CC=C(C=C2)Cl)C(Cl)Cl)Cl. Cell line: OVCAR3. Synergy scores: CSS=13.8, Synergy_ZIP=-3.78, Synergy_Bliss=-1.99, Synergy_Loewe=-11.1, Synergy_HSA=-1.15.